From a dataset of Forward reaction prediction with 1.9M reactions from USPTO patents (1976-2016). Predict the product of the given reaction. (1) The product is: [Br:1][C:2]1[CH:3]=[C:4]2[N:10]([S:19]([C:16]3[CH:17]=[CH:18][C:13]([CH3:23])=[CH:14][CH:15]=3)(=[O:21])=[O:20])[CH:9]=[CH:8][C:5]2=[N:6][CH:7]=1. Given the reactants [Br:1][C:2]1[CH:3]=[C:4]2[NH:10][CH:9]=[CH:8][C:5]2=[N:6][CH:7]=1.[H-].[Na+].[C:13]1([CH3:23])[CH:18]=[CH:17][C:16]([S:19](Cl)(=[O:21])=[O:20])=[CH:15][CH:14]=1, predict the reaction product. (2) Given the reactants [Cl:1][C:2]1[CH:7]=[CH:6][C:5]([C:8]2[N:9]=[C:10]3[CH:15]=[C:14]([CH3:16])[CH:13]=[CH:12][N:11]3[C:17]=2[CH2:18][C:19]([OH:21])=O)=[CH:4][CH:3]=1.[N:22]1[CH:27]=[CH:26][CH:25]=[C:24]([CH2:28][NH:29][CH2:30][CH2:31][O:32][CH3:33])[CH:23]=1, predict the reaction product. The product is: [ClH:1].[CH3:33][O:32][CH2:31][CH2:30][N:29]([CH2:28][C:24]1[CH:23]=[N:22][CH:27]=[CH:26][CH:25]=1)[C:19](=[O:21])[CH2:18][C:17]1[N:11]2[CH:12]=[CH:13][C:14]([CH3:16])=[CH:15][C:10]2=[N:9][C:8]=1[C:5]1[CH:4]=[CH:3][C:2]([Cl:1])=[CH:7][CH:6]=1. (3) Given the reactants [Cl:1][C:2]1[CH:7]=[CH:6][C:5]([S:8]([NH:11][CH2:12][C:13]2[CH:22]=[CH:21][C:16]([C:17]([O:19][CH3:20])=[O:18])=[CH:15][CH:14]=2)(=[O:10])=[O:9])=[CH:4][CH:3]=1.[C:23]1([CH3:33])[CH:28]=[CH:27][C:26]([CH:29](O)[CH2:30][CH3:31])=[CH:25][CH:24]=1, predict the reaction product. The product is: [Cl:1][C:2]1[CH:7]=[CH:6][C:5]([S:8]([N:11]([CH2:12][C:13]2[CH:14]=[CH:15][C:16]([C:17]([O:19][CH3:20])=[O:18])=[CH:21][CH:22]=2)[CH:29]([C:26]2[CH:27]=[CH:28][C:23]([CH3:33])=[CH:24][CH:25]=2)[CH2:30][CH3:31])(=[O:10])=[O:9])=[CH:4][CH:3]=1. (4) Given the reactants [F:1][C:2]1[CH:7]=[CH:6][C:5]([C@H:8]([NH:10][C:11]([C@H:13]2[CH2:18][CH2:17][C@H:16]([NH:19][S:20]([C:23]3[CH:24]=[N:25][C:26](Cl)=[C:27]([Br:29])[CH:28]=3)(=[O:22])=[O:21])[CH2:15][CH2:14]2)=[O:12])[CH3:9])=[CH:4][CH:3]=1.C[CH2:32][N:33](C(C)C)[CH:34](C)C.CNC.C1COCC1, predict the reaction product. The product is: [F:1][C:2]1[CH:7]=[CH:6][C:5]([C@H:8]([NH:10][C:11]([C@H:13]2[CH2:18][CH2:17][C@H:16]([NH:19][S:20]([C:23]3[CH:24]=[N:25][C:26]([N:33]([CH3:34])[CH3:32])=[C:27]([Br:29])[CH:28]=3)(=[O:22])=[O:21])[CH2:15][CH2:14]2)=[O:12])[CH3:9])=[CH:4][CH:3]=1. (5) Given the reactants [CH3:1][N:2]([CH3:22])[C:3](=O)[C:4]1[CH:9]=[CH:8][CH:7]=[CH:6][C:5]=1[S:10][C:11]1[CH:16]=[CH:15][C:14]([F:17])=[CH:13][C:12]=1[N+:18]([O-:20])=[O:19], predict the reaction product. The product is: [CH3:22][N:2]([CH2:3][C:4]1[CH:9]=[CH:8][CH:7]=[CH:6][C:5]=1[S:10][C:11]1[CH:16]=[CH:15][C:14]([F:17])=[CH:13][C:12]=1[N+:18]([O-:20])=[O:19])[CH3:1]. (6) Given the reactants Br[C:2]1[CH:7]=[CH:6][CH:5]=[CH:4][C:3]=1[CH2:8][C:9]([O:11][CH3:12])=[O:10].[NH:13]1[C:21]2[C:16](=[CH:17][CH:18]=[CH:19][CH:20]=2)[CH:15]=[CH:14]1.P(C(C)(C)C)(C(C)(C)C)C(C)(C)C.C(=O)([O-])[O-].[K+].[K+], predict the reaction product. The product is: [NH:13]1[C:21]2[C:16](=[CH:17][CH:18]=[CH:19][CH:20]=2)[C:15]([C:2]2[CH:7]=[CH:6][CH:5]=[CH:4][C:3]=2[CH2:8][C:9]([O:11][CH3:12])=[O:10])=[CH:14]1.